From a dataset of Retrosynthesis with 50K atom-mapped reactions and 10 reaction types from USPTO. Predict the reactants needed to synthesize the given product. (1) The reactants are: COc1cc(CCCC2OC(=O)NC2=O)ccc1O.ClCc1nc(-c2ccccc2)no1. Given the product COc1cc(CCCC2OC(=O)NC2=O)ccc1OCc1nc(-c2ccccc2)no1, predict the reactants needed to synthesize it. (2) Given the product NC(=O)c1c(-c2ccc(F)c(Cl)c2)nn2c1CN[C@@H]1COC[C@@H]12, predict the reactants needed to synthesize it. The reactants are: CC(C)(C)OC(=O)N1Cc2c(C(N)=O)c(-c3ccc(F)c(Cl)c3)nn2[C@H]2COC[C@H]21. (3) Given the product Cc1oc(-c2ccc(C(F)(F)F)cc2)nc1CCOc1ccc(CN(CC(=O)O)S(=O)(=O)N2CCCc3ccccc32)cc1, predict the reactants needed to synthesize it. The reactants are: CCOC(=O)CN(Cc1ccc(OCCc2nc(-c3ccc(C(F)(F)F)cc3)oc2C)cc1)S(=O)(=O)N1CCCc2ccccc21.